This data is from Reaction yield outcomes from USPTO patents with 853,638 reactions. The task is: Predict the reaction yield, written as a fraction of the theoretical maximum amount of product (1.0 means a 100% yield; for example, 0.34 means a 34% yield). The reactants are I[CH2:2][CH2:3][CH2:4][Si:5]([CH3:35])([CH3:34])[CH2:6][CH2:7][C:8]1[C:20]2[CH2:19][N:18]3[C:13](=[CH:14][C:15]4[C@:25]([CH2:27][CH3:28])([OH:26])[C:24](=[O:29])[O:23][CH2:22][C:16]=4[C:17]3=[O:21])[C:12]=2[N:11]=[C:10]2[CH:30]=[CH:31][CH:32]=[CH:33][C:9]=12.[P:36]([O:41]C)([O:39][CH3:40])[O:37][CH3:38]. No catalyst specified. The product is [CH3:38][O:37][P:36]([CH2:2][CH2:3][CH2:4][Si:5]([CH2:6][CH2:7][C:8]1[C:20]2[CH2:19][N:18]3[C:13](=[CH:14][C:15]4[C@:25]([CH2:27][CH3:28])([OH:26])[C:24](=[O:29])[O:23][CH2:22][C:16]=4[C:17]3=[O:21])[C:12]=2[N:11]=[C:10]2[CH:30]=[CH:31][CH:32]=[CH:33][C:9]=12)([CH3:35])[CH3:34])(=[O:41])[O:39][CH3:40]. The yield is 0.760.